From a dataset of Catalyst prediction with 721,799 reactions and 888 catalyst types from USPTO. Predict which catalyst facilitates the given reaction. (1) Reactant: [CH:1]1([N:4]([CH2:18][C:19]2[S:23][C:22]([C:24]([O:26]CC)=O)=[N:21][N:20]=2)[S:5]([C:8]2[C:13]([CH3:14])=[CH:12][C:11]([O:15][CH3:16])=[CH:10][C:9]=2[CH3:17])(=[O:7])=[O:6])[CH2:3][CH2:2]1.[CH3:29][N:30]1[CH2:35][CH2:34][CH:33]([N:36]2[CH2:41][CH2:40][NH:39][CH2:38][CH2:37]2)[CH2:32][CH2:31]1.C[Al](C)C. Product: [NH3:4].[CH:1]1([N:4]([CH2:18][C:19]2[S:23][C:22]([C:24]([N:39]3[CH2:38][CH2:37][N:36]([CH:33]4[CH2:34][CH2:35][N:30]([CH3:29])[CH2:31][CH2:32]4)[CH2:41][CH2:40]3)=[O:26])=[N:21][N:20]=2)[S:5]([C:8]2[C:13]([CH3:14])=[CH:12][C:11]([O:15][CH3:16])=[CH:10][C:9]=2[CH3:17])(=[O:7])=[O:6])[CH2:2][CH2:3]1. The catalyst class is: 26. (2) Reactant: C(OC(=O)[NH:10][CH2:11][CH2:12][CH2:13][CH2:14][C@H:15]1[CH2:19][NH:18]/[C:17](=[N:20]\[C:21]([C:23]2[C:28]([NH2:29])=[N:27][C:26]([NH2:30])=[C:25]([Cl:31])[N:24]=2)=[O:22])/[NH:16]1)C1C=CC=CC=1.I[Si](C)(C)C.CO. Product: [NH2:10][CH2:11][CH2:12][CH2:13][CH2:14][C@H:15]1[CH2:19][NH:18]/[C:17](=[N:20]\[C:21]([C:23]2[C:28]([NH2:29])=[N:27][C:26]([NH2:30])=[C:25]([Cl:31])[N:24]=2)=[O:22])/[NH:16]1. The catalyst class is: 2.